From a dataset of Reaction yield outcomes from USPTO patents with 853,638 reactions. Predict the reaction yield, written as a fraction of the theoretical maximum amount of product (1.0 means a 100% yield; for example, 0.34 means a 34% yield). (1) The reactants are [CH2:1]([O:8][C:9]1[C:10]([CH3:26])=[C:11]([CH:15]([C:17]2[C:25]3[C:20](=[N:21][CH:22]=[CH:23][CH:24]=3)[NH:19][CH:18]=2)[OH:16])[CH:12]=[CH:13][CH:14]=1)[C:2]1[CH:7]=[CH:6][CH:5]=[CH:4][CH:3]=1.CC(OI1(OC(C)=O)(OC(C)=O)OC(=O)C2C=CC=CC1=2)=O. The catalyst is O1CCCC1. The product is [CH2:1]([O:8][C:9]1[C:10]([CH3:26])=[C:11]([C:15]([C:17]2[C:25]3[C:20](=[N:21][CH:22]=[CH:23][CH:24]=3)[NH:19][CH:18]=2)=[O:16])[CH:12]=[CH:13][CH:14]=1)[C:2]1[CH:7]=[CH:6][CH:5]=[CH:4][CH:3]=1. The yield is 0.900. (2) The reactants are Cl.[O:2]=[C:3]1[CH2:8][NH:7][CH2:6][CH2:5][N:4]1[C:9]1[CH:14]=[CH:13][CH:12]=[CH:11][C:10]=1/[CH:15]=[CH:16]/[C:17]([O:19][CH2:20][CH3:21])=[O:18].C(N(CC)CC)C.[CH3:29][O:30][C:31]1[CH:38]=[CH:37][C:34]([CH:35]=O)=[CH:33][CH:32]=1.C(O[BH-](OC(=O)C)OC(=O)C)(=O)C.[Na+]. The catalyst is ClCCCl.C(O)(=O)C. The product is [CH3:29][O:30][C:31]1[CH:38]=[CH:37][C:34]([CH2:35][N:7]2[CH2:6][CH2:5][N:4]([C:9]3[CH:14]=[CH:13][CH:12]=[CH:11][C:10]=3/[CH:15]=[CH:16]/[C:17]([O:19][CH2:20][CH3:21])=[O:18])[C:3](=[O:2])[CH2:8]2)=[CH:33][CH:32]=1. The yield is 0.360. (3) The reactants are [CH3:1][O:2][C:3]1[C:12]([C:13]([O:15]CC)=[O:14])=[C:11]([O:18][CH3:19])[C:10]2[C:5](=[CH:6][CH:7]=[CH:8][CH:9]=2)[N:4]=1.Cl. The product is [CH3:1][O:2][C:3]1[C:12]([C:13]([OH:15])=[O:14])=[C:11]([O:18][CH3:19])[C:10]2[C:5](=[CH:6][CH:7]=[CH:8][CH:9]=2)[N:4]=1. The catalyst is [OH-].[Na+]. The yield is 0.500. (4) The reactants are [CH3:1][O:2][C:3]1[C:4]([N:17]2[CH2:22][CH2:21][O:20][CH2:19][CH2:18]2)=[N:5][C:6]([C:9]2[CH:10]=[C:11]([NH2:16])[C:12]([NH2:15])=[CH:13][CH:14]=2)=[N:7][CH:8]=1.[N:23]#[C:24]Br. The catalyst is C(#N)C.O. The product is [CH3:1][O:2][C:3]1[C:4]([N:17]2[CH2:22][CH2:21][O:20][CH2:19][CH2:18]2)=[N:5][C:6]([C:9]2[CH:14]=[CH:13][C:12]3[NH:15][C:24]([NH2:23])=[N:16][C:11]=3[CH:10]=2)=[N:7][CH:8]=1. The yield is 0.518.